This data is from Forward reaction prediction with 1.9M reactions from USPTO patents (1976-2016). The task is: Predict the product of the given reaction. (1) Given the reactants [CH3:1][N:2]([CH3:20])[C:3]1[CH:19]=[CH:18][C:6]([C:7]([N:9]2[CH:14]3[CH2:15][CH2:16][CH:10]2[CH2:11][C:12](=[O:17])[CH2:13]3)=[O:8])=[CH:5][CH:4]=1.[BH4-].[Na+], predict the reaction product. The product is: [CH3:1][N:2]([CH3:20])[C:3]1[CH:4]=[CH:5][C:6]([C:7]([N:9]2[CH:14]3[CH2:15][CH2:16][CH:10]2[CH2:11][CH:12]([OH:17])[CH2:13]3)=[O:8])=[CH:18][CH:19]=1. (2) Given the reactants [CH3:1][C:2]1[CH:3]=[N:4][C:5]2[CH:6]([NH2:12])[CH2:7][CH2:8][CH2:9][C:10]=2[CH:11]=1.[Cl:13][C:14]1[CH:22]=[CH:21][CH:20]=[C:19]([Cl:23])[C:15]=1[C:16](Cl)=[O:17].C(N(C(C)C)CC)(C)C, predict the reaction product. The product is: [Cl:13][C:14]1[CH:22]=[CH:21][CH:20]=[C:19]([Cl:23])[C:15]=1[C:16]([NH:12][CH:6]1[C:5]2[N:4]=[CH:3][C:2]([CH3:1])=[CH:11][C:10]=2[CH2:9][CH2:8][CH2:7]1)=[O:17]. (3) Given the reactants [O:1]1[C:5]2[CH:6]=[CH:7][C:8]([O:10][C:11]3[N:28]=[CH:27][CH:26]=[CH:25][C:12]=3[C:13]([NH:15][CH2:16][C:17]3[CH:22]=[CH:21][C:20]([OH:23])=[CH:19][C:18]=3[F:24])=[O:14])=[CH:9][C:4]=2[O:3][CH2:2]1.[C:29](#[N:33])[CH:30]([CH3:32])O.C1(P(C2C=CC=CC=2)C2C=CC=CC=2)C=CC=CC=1.N(C(OCC)=O)=NC(OCC)=O, predict the reaction product. The product is: [O:1]1[C:5]2[CH:6]=[CH:7][C:8]([O:10][C:11]3[N:28]=[CH:27][CH:26]=[CH:25][C:12]=3[C:13]([NH:15][CH2:16][C:17]3[CH:22]=[CH:21][C:20]([O:23][CH:30]([C:29]#[N:33])[CH3:32])=[CH:19][C:18]=3[F:24])=[O:14])=[CH:9][C:4]=2[O:3][CH2:2]1. (4) Given the reactants Br[CH2:2][C:3]1[CH:8]=[N:7][C:6]([Cl:9])=[CH:5][N:4]=1.[C-:10]#[N:11].[K+].O, predict the reaction product. The product is: [Cl:9][C:6]1[N:7]=[CH:8][C:3]([CH2:2][C:10]#[N:11])=[N:4][CH:5]=1. (5) Given the reactants Cl[CH2:2][CH2:3][CH2:4][N:5]1[C:13](=[O:14])[N:8]2[CH:9]=[CH:10][CH:11]=[CH:12][C:7]2=[N:6]1.[NH:15]1[CH2:20][CH2:19][CH:18]([C:21]2[C:29]3[C:24](=[CH:25][CH:26]=[CH:27][CH:28]=3)[NH:23][CH:22]=2)[CH2:17][CH2:16]1, predict the reaction product. The product is: [NH:23]1[C:24]2[C:29](=[CH:28][CH:27]=[CH:26][CH:25]=2)[C:21]([CH:18]2[CH2:19][CH2:20][N:15]([CH2:2][CH2:3][CH2:4][N:5]3[C:13](=[O:14])[N:8]4[CH:9]=[CH:10][CH:11]=[CH:12][C:7]4=[N:6]3)[CH2:16][CH2:17]2)=[CH:22]1. (6) Given the reactants Cl[CH2:2][CH2:3][CH2:4][CH2:5][C:6]([NH:8][CH2:9][C:10]1[N:14]=[C:13]([C:15]2[C:16]([NH:26][CH:27]3[CH2:32][CH2:31][O:30][CH2:29][CH2:28]3)=[C:17]3[CH:23]=[N:22][N:21]([CH2:24][CH3:25])[C:18]3=[N:19][CH:20]=2)[O:12][N:11]=1)=[O:7].[H-].[Na+], predict the reaction product. The product is: [CH2:24]([N:21]1[C:18]2=[N:19][CH:20]=[C:15]([C:13]3[O:12][N:11]=[C:10]([CH2:9][N:8]4[CH2:2][CH2:3][CH2:4][CH2:5][C:6]4=[O:7])[N:14]=3)[C:16]([NH:26][CH:27]3[CH2:32][CH2:31][O:30][CH2:29][CH2:28]3)=[C:17]2[CH:23]=[N:22]1)[CH3:25]. (7) Given the reactants [C:1](O[BH-](OC(=O)C)OC(=O)C)(=O)C.[Na+].C=O.[O:17]=[C:18]1[C:27]2([CH2:32][CH2:31][NH:30][CH2:29][CH2:28]2)[CH2:26][C:25]2[C:20](=[N:21][CH:22]=[C:23](/[CH:33]=[CH:34]/[C:35]([OH:37])=[O:36])[CH:24]=2)[NH:19]1, predict the reaction product. The product is: [CH3:1][N:30]1[CH2:31][CH2:32][C:27]2([CH2:26][C:25]3[C:20](=[N:21][CH:22]=[C:23](/[CH:33]=[CH:34]/[C:35]([OH:37])=[O:36])[CH:24]=3)[NH:19][C:18]2=[O:17])[CH2:28][CH2:29]1.